Dataset: Experimentally validated miRNA-target interactions with 360,000+ pairs, plus equal number of negative samples. Task: Binary Classification. Given a miRNA mature sequence and a target amino acid sequence, predict their likelihood of interaction. The miRNA is mmu-miR-154-5p with sequence UAGGUUAUCCGUGUUGCCUUCG. The protein sequence of the target gene is MSGGKKKSSFQITSVTTDYEGPGSPGASDPPTPQPPTGPPPRLPNGEPSPDPGGKGTPRNGSPPPGAPSSRFRVVKLPHGLGEPYRRGRWTCVDVYERDLEPHSFGGLLEGIRGASGGAGGRSLDSRLELASLGLGAPTPPSGLSQGPTSWLRPPPTSPGPQARSFTGGLGQLVVPSKAKAEKPPLSASSPQQRPPEPETGESAGTSRAATPLPSLRVEAEAGGSGARTPPLSRRKAVDMRLRMELGAPEEMGQVPPLDSRPSSPALYFTHDASLVHKSPDPFGAVAAQKFSLAHSMLAI.... Result: 0 (no interaction).